This data is from hERG potassium channel inhibition data for cardiac toxicity prediction from Karim et al.. The task is: Regression/Classification. Given a drug SMILES string, predict its toxicity properties. Task type varies by dataset: regression for continuous values (e.g., LD50, hERG inhibition percentage) or binary classification for toxic/non-toxic outcomes (e.g., AMES mutagenicity, cardiotoxicity, hepatotoxicity). Dataset: herg_karim. (1) The result is 1 (blocker). The compound is O=C1COc2ccc(CNC34CCC(CCc5c(F)cnc6ccc(OCc7[nH]ccc(=O)c7O)nc56)(CC3)OC4)nc2N1. (2) The molecule is Cc1cccc(C(=O)Nc2cccc(NC(=O)c3ccncc3)c2)c1. The result is 0 (non-blocker). (3) The molecule is Cc1ccncc1COc1ccc(Nc2ncnc3cccc(O[C@H](C)C(=O)N(C)CCO)c23)cc1C. The result is 0 (non-blocker). (4) The compound is CCC(=C(c1ccccc1)c1ccc(OCCN(C)C)cc1)c1ccccc1. The result is 1 (blocker). (5) The drug is Cc1nc2ccccc2n1C1CC2CCC(C1)N2CCC1(c2ccccc2)CCN(C(=O)c2cccc(-c3nnn[nH]3)c2)CC1. The result is 0 (non-blocker). (6) The compound is CN1C(=O)N(c2cccc(C(F)(F)F)c2)C2=C(C(=O)CC2)[C@@H]1c1ccc(C#N)cc1S(=O)(=O)CCO. The result is 0 (non-blocker). (7) The drug is C[C@H](C(=O)O)c1ccc(C(=O)c2ccccc2)s1. The result is 0 (non-blocker). (8) The drug is C[C@]12CC[C@H]3[C@@H](CCC4=CC(=O)CC[C@@]43C)[C@@H]1CC[C@@H]2OC(=O)CCC1CCCC1. The result is 0 (non-blocker).